Dataset: Peptide-MHC class I binding affinity with 185,985 pairs from IEDB/IMGT. Task: Regression. Given a peptide amino acid sequence and an MHC pseudo amino acid sequence, predict their binding affinity value. This is MHC class I binding data. (1) The peptide sequence is RLIVLFEVF. The MHC is HLA-B15:01 with pseudo-sequence HLA-B15:01. The binding affinity (normalized) is 0.822. (2) The peptide sequence is NTAINFFLY. The MHC is HLA-A69:01 with pseudo-sequence HLA-A69:01. The binding affinity (normalized) is 0.0847. (3) The peptide sequence is LENKEGCQKI. The MHC is H-2-Kk with pseudo-sequence H-2-Kk. The binding affinity (normalized) is 0.606. (4) The peptide sequence is KIKHKGMSFV. The MHC is HLA-A02:01 with pseudo-sequence HLA-A02:01. The binding affinity (normalized) is 0.107.